This data is from Reaction yield outcomes from USPTO patents with 853,638 reactions. The task is: Predict the reaction yield, written as a fraction of the theoretical maximum amount of product (1.0 means a 100% yield; for example, 0.34 means a 34% yield). (1) The reactants are [C:1]([O:5][C:6]([N:8]([CH3:10])[NH2:9])=[O:7])([CH3:4])([CH3:3])[CH3:2].[F:11][C:12]([F:27])([F:26])[C:13]1[CH:18]=[CH:17][C:16]([C:19]([F:22])([F:21])[F:20])=[CH:15][C:14]=1B(O)O.C(N(CC)CC)C. The catalyst is ClCCCl.C([O-])(=O)C.[Cu+2].C([O-])(=O)C. The product is [C:1]([O:5][C:6]([N:8]([CH3:10])[NH:9][C:14]1[CH:15]=[C:16]([C:19]([F:22])([F:21])[F:20])[CH:17]=[CH:18][C:13]=1[C:12]([F:11])([F:26])[F:27])=[O:7])([CH3:4])([CH3:3])[CH3:2]. The yield is 0.330. (2) The reactants are [Cl:1][C:2]1[CH:3]=[C:4]([C:8]2[C:13]([O:14][CH:15]([F:17])[F:16])=[CH:12][CH:11]=[C:10]([CH2:18][C:19]3[CH:20]=[CH:21][C:22]([C:25]#[N:26])=[N:23][CH:24]=3)[CH:9]=2)[CH:5]=[CH:6][CH:7]=1.CO. The catalyst is [Pd]. The product is [Cl:1][C:2]1[CH:3]=[C:4]([C:8]2[C:13]([O:14][CH:15]([F:16])[F:17])=[CH:12][CH:11]=[C:10]([CH2:18][C:19]3[CH:20]=[CH:21][C:22]([CH2:25][NH2:26])=[N:23][CH:24]=3)[CH:9]=2)[CH:5]=[CH:6][CH:7]=1. The yield is 0.140.